Dataset: Forward reaction prediction with 1.9M reactions from USPTO patents (1976-2016). Task: Predict the product of the given reaction. (1) Given the reactants [F:1][CH2:2][CH2:3][N:4]1[CH2:7][CH:6]([NH:8][C:9]2[CH:14]=[CH:13][C:12]([NH2:15])=[C:11]([O:16][CH3:17])[CH:10]=2)[CH2:5]1.[CH3:18][C:19]1[C:28]2[CH:27]=[N:26][C:25](S(C)=O)=[N:24][C:23]=2[N:22]([C:32]2[CH:33]=[C:34]([NH:38][C:39](=[O:42])[CH:40]=[CH2:41])[CH:35]=[CH:36][CH:37]=2)[C:21](=[O:43])[CH:20]=1.CCN(C(C)C)C(C)C, predict the reaction product. The product is: [F:1][CH2:2][CH2:3][N:4]1[CH2:7][CH:6]([NH:8][C:9]2[CH:14]=[CH:13][C:12]([NH:15][C:25]3[N:26]=[CH:27][C:28]4[C:19]([CH3:18])=[CH:20][C:21](=[O:43])[N:22]([C:32]5[CH:33]=[C:34]([NH:38][C:39](=[O:42])[CH:40]=[CH2:41])[CH:35]=[CH:36][CH:37]=5)[C:23]=4[N:24]=3)=[C:11]([O:16][CH3:17])[CH:10]=2)[CH2:5]1. (2) Given the reactants [NH:1]1[CH2:6][CH2:5][O:4][CH2:3][CH2:2]1.[Cl:7][C:8]1[CH:13]=[CH:12][C:11](Br)=[CH:10][N:9]=1.CC(C)([O-])C.[Na+], predict the reaction product. The product is: [Cl:7][C:8]1[N:9]=[CH:10][C:11]([N:1]2[CH2:6][CH2:5][O:4][CH2:3][CH2:2]2)=[CH:12][CH:13]=1. (3) Given the reactants Cl[CH2:2][CH2:3][CH2:4][CH2:5][C:6]([C:8]1[CH:13]=[CH:12][C:11]([C:14]([F:17])([F:16])[F:15])=[CH:10][CH:9]=1)=[O:7].[CH3:18][CH:19]([CH3:35])[C:20]([NH:22][C:23]1[CH:28]=[CH:27][CH:26]=[C:25]([CH:29]2[CH2:34][CH2:33][NH:32][CH2:31][CH2:30]2)[CH:24]=1)=[O:21], predict the reaction product. The product is: [CH3:18][CH:19]([CH3:35])[C:20]([NH:22][C:23]1[CH:28]=[CH:27][CH:26]=[C:25]([CH:29]2[CH2:34][CH2:33][N:32]([CH2:2][CH2:3][CH2:4][CH2:5][C:6](=[O:7])[C:8]3[CH:13]=[CH:12][C:11]([C:14]([F:17])([F:16])[F:15])=[CH:10][CH:9]=3)[CH2:31][CH2:30]2)[CH:24]=1)=[O:21]. (4) Given the reactants [Br:1][C:2]1[CH:7]=[CH:6][C:5]([N:8]2[C:17]3[C:12](=[CH:13][C:14]([S:18](Cl)(=[O:20])=[O:19])=[CH:15][CH:16]=3)[N:11]=[CH:10][C:9]2=[O:22])=[C:4]([O:23][CH3:24])[CH:3]=1.ClCCl.[N:28]1[CH:33]=[CH:32][CH:31]=[N:30][C:29]=1[NH2:34], predict the reaction product. The product is: [Br:1][C:2]1[CH:7]=[CH:6][C:5]([N:8]2[C:17]3[C:12](=[CH:13][C:14]([S:18]([NH:34][C:29]4[N:30]=[CH:31][CH:32]=[CH:33][N:28]=4)(=[O:20])=[O:19])=[CH:15][CH:16]=3)[N:11]=[CH:10][C:9]2=[O:22])=[C:4]([O:23][CH3:24])[CH:3]=1.